Dataset: NCI-60 drug combinations with 297,098 pairs across 59 cell lines. Task: Regression. Given two drug SMILES strings and cell line genomic features, predict the synergy score measuring deviation from expected non-interaction effect. Synergy scores: CSS=6.51, Synergy_ZIP=-2.59, Synergy_Bliss=-0.396, Synergy_Loewe=-3.34, Synergy_HSA=-1.39. Drug 1: C1CCC(C(C1)N)N.C(=O)(C(=O)[O-])[O-].[Pt+4]. Drug 2: C(CCl)NC(=O)N(CCCl)N=O. Cell line: SNB-75.